From a dataset of Catalyst prediction with 721,799 reactions and 888 catalyst types from USPTO. Predict which catalyst facilitates the given reaction. (1) Reactant: [Cl:1][C:2]1[CH:3]=[C:4]([CH:6]=[C:7]([Cl:9])[CH:8]=1)[NH2:5].[CH2:10]([C:12](=O)[C:13]([O-:15])=[O:14])[CH3:11].[F:17][C:18]1[CH:19]=[C:20]([CH:23]=[CH:24][CH:25]=1)C=C.F[C:27](F)(F)[C:28](O)=O. Product: [CH2:27]([O:15][C:13]([CH:12]1[CH2:10][CH:11]([C:24]2[CH:23]=[CH:20][CH:19]=[C:18]([F:17])[CH:25]=2)[C:3]2[C:4](=[CH:6][C:7]([Cl:9])=[CH:8][C:2]=2[Cl:1])[NH:5]1)=[O:14])[CH3:28]. The catalyst class is: 10. (2) The catalyst class is: 383. Product: [Cl:1][C:2]1[CH:3]=[CH:4][C:5]([F:32])=[C:6]([NH:8][C:9]2[CH:14]=[C:13]([NH:15][CH:16]3[CH2:17][CH2:18]3)[N:12]3[N:19]=[CH:20][C:21](/[CH:22]=[C:23]4\[NH:27][C:26](=[O:28])[N:25]([CH2:29][O:30][C:33](=[O:40])[CH2:34][CH2:35][CH2:36][C:37]([OH:39])=[O:38])[C:24]\4=[O:31])=[C:11]3[N:10]=2)[CH:7]=1. Reactant: [Cl:1][C:2]1[CH:3]=[CH:4][C:5]([F:32])=[C:6]([NH:8][C:9]2[CH:14]=[C:13]([NH:15][CH:16]3[CH2:18][CH2:17]3)[N:12]3[N:19]=[CH:20][C:21](/[CH:22]=[C:23]4/[C:24](=[O:31])[N:25]([CH2:29][OH:30])[C:26](=[O:28])[NH:27]/4)=[C:11]3[N:10]=2)[CH:7]=1.[C:33]1(=[O:40])[O:39][C:37](=[O:38])[CH2:36][CH2:35][CH2:34]1.Cl.